From a dataset of Forward reaction prediction with 1.9M reactions from USPTO patents (1976-2016). Predict the product of the given reaction. (1) Given the reactants C(OC([NH:11][C:12]1[CH:17]=[CH:16][C:15]([C:18]2[O:19][CH:20]=[C:21]([C:23]([O:25][CH3:26])=[O:24])[N:22]=2)=[CH:14][C:13]=1[CH3:27])=O)C1C=CC=CC=1, predict the reaction product. The product is: [NH2:11][C:12]1[CH:17]=[CH:16][C:15]([C:18]2[O:19][CH:20]=[C:21]([C:23]([O:25][CH3:26])=[O:24])[N:22]=2)=[CH:14][C:13]=1[CH3:27]. (2) Given the reactants [CH3:1][C:2]1[C:6]([C:7]2[CH:13]=[C:12]([N+:14]([O-])=O)[C:10]([NH2:11])=[C:9]([I:17])[CH:8]=2)=[C:5]([CH3:18])[O:4][N:3]=1.Cl[Sn]Cl, predict the reaction product. The product is: [CH3:1][C:2]1[C:6]([C:7]2[CH:13]=[C:12]([NH2:14])[C:10]([NH2:11])=[C:9]([I:17])[CH:8]=2)=[C:5]([CH3:18])[O:4][N:3]=1. (3) The product is: [Cl:1][C:2]1[C:7]([Cl:8])=[C:6]([N+:9]([O-:11])=[O:10])[CH:5]=[CH:4][C:3]=1[S:12][CH2:13][C:14]1[CH:19]=[CH:18][N:17]=[C:16]([NH:20][C:33](=[O:34])[CH2:32][O:31][CH3:30])[CH:15]=1. Given the reactants [Cl:1][C:2]1[C:7]([Cl:8])=[C:6]([N+:9]([O-:11])=[O:10])[CH:5]=[CH:4][C:3]=1[S:12][CH2:13][C:14]1[CH:19]=[CH:18][N:17]=[C:16]([NH2:20])[CH:15]=1.CCN(C(C)C)C(C)C.[CH3:30][O:31][CH2:32][C:33](Cl)=[O:34].N, predict the reaction product. (4) Given the reactants [CH3:1][C:2]1[CH:3]=[C:4]([NH:9][C:10](=[O:21])[C:11]2[CH:16]=[CH:15][C:14]([OH:17])=[C:13]([N+:18]([O-])=O)[CH:12]=2)[CH:5]=[CH:6][C:7]=1[CH3:8], predict the reaction product. The product is: [NH2:18][C:13]1[CH:12]=[C:11]([CH:16]=[CH:15][C:14]=1[OH:17])[C:10]([NH:9][C:4]1[CH:5]=[CH:6][C:7]([CH3:8])=[C:2]([CH3:1])[CH:3]=1)=[O:21]. (5) Given the reactants [C:1]1([O:7][CH3:8])[CH:6]=[CH:5][CH:4]=[CH:3][CH:2]=1.CC([O-])(C)C.[K+].[SiH:15]([CH2:20][CH3:21])([CH2:18][CH3:19])[CH2:16][CH3:17], predict the reaction product. The product is: [CH2:16]([Si:15]([CH2:20][CH3:21])([CH2:18][CH3:19])[C:2]1[CH:3]=[CH:4][CH:5]=[CH:6][C:1]=1[O:7][CH3:8])[CH3:17]. (6) Given the reactants [N+:1]([C:4]1[C:13]2[C:8](=[CH:9][CH:10]=[CH:11][CH:12]=2)[C:7]([O:14][CH2:15][CH2:16][C:17]2[CH:22]=[CH:21][N:20]=[C:19]([NH:23][C:24](=[O:26])[CH3:25])[CH:18]=2)=[CH:6][CH:5]=1)([O-])=O, predict the reaction product. The product is: [NH2:1][C:4]1[C:13]2[C:8](=[CH:9][CH:10]=[CH:11][CH:12]=2)[C:7]([O:14][CH2:15][CH2:16][C:17]2[CH:22]=[CH:21][N:20]=[C:19]([NH:23][C:24](=[O:26])[CH3:25])[CH:18]=2)=[CH:6][CH:5]=1. (7) Given the reactants [OH:1][C@@H:2]1[C@H:7]([OH:8])[C@@H:6]([O:9][CH3:10])[C:5]([CH3:12])([CH3:11])[O:4][C@H:3]1[O:13][C:14]1[C:23]([CH3:24])=[C:22]2[C:17]([CH:18]=[C:19]([NH:26][C:27](C3NC4C(C=3)=CC=CC=4)=[O:28])[C:20](=[O:25])[O:21]2)=[CH:16][CH:15]=1.O[C@@H]1[C@H](O)[C@@H](OC)C(C)(C)O[C@H:40]1[O:50][C:51]1[CH:60]=[C:59]2[C:54](C=C(NC(=O)[C:54]3[CH:59]=[CH:60][C:51]([O:50][CH3:40])=[C:52]([C:53]4[CH:54]=[CH:59][CH:60]=[C:51]([O:50][CH3:40])[CH:52]=4)[CH:53]=3)C=N2)=[CH:53][CH:52]=1, predict the reaction product. The product is: [OH:1][C@@H:2]1[C@H:7]([OH:8])[C@@H:6]([O:9][CH3:10])[C:5]([CH3:12])([CH3:11])[O:4][C@H:3]1[O:13][C:14]1[C:23]([CH3:24])=[C:22]2[C:17]([CH:18]=[C:19]([NH:26][C:27](=[O:28])[C:54]3[CH:59]=[CH:60][C:51]([O:50][CH3:40])=[CH:52][CH:53]=3)[C:20](=[O:25])[O:21]2)=[CH:16][CH:15]=1.